From a dataset of Catalyst prediction with 721,799 reactions and 888 catalyst types from USPTO. Predict which catalyst facilitates the given reaction. (1) Reactant: [F:1][C:2]1[CH:8]=[CH:7][C:5]([NH2:6])=[C:4]([CH3:9])[CH:3]=1.C[Si]([N-][Si](C)(C)C)(C)C.[Li+].C1COCC1.Cl[C:26]1[CH:31]=[C:30]([Cl:32])[N:29]=[CH:28][C:27]=1[C:33]([N:35]1[CH2:40][CH2:39][CH:38]([C:41]2[CH:46]=[CH:45][C:44]([F:47])=[CH:43][CH:42]=2)[CH2:37][CH2:36]1)=[O:34].[Cl-].[NH4+]. Product: [Cl:32][C:30]1[N:29]=[CH:28][C:27]([C:33]([N:35]2[CH2:40][CH2:39][CH:38]([C:41]3[CH:42]=[CH:43][C:44]([F:47])=[CH:45][CH:46]=3)[CH2:37][CH2:36]2)=[O:34])=[C:26]([NH:6][C:5]2[CH:7]=[CH:8][C:2]([F:1])=[CH:3][C:4]=2[CH3:9])[CH:31]=1. The catalyst class is: 1. (2) Reactant: [CH3:1][C@H:2]1[CH2:6][CH2:5][CH2:4][N:3]1[C:7]1[C:8]([C:21]2[CH:25]=[CH:24][N:23]([Si](C(C)C)(C(C)C)C(C)C)[CH:22]=2)=[N:9][C:10]2[C:15]([N:16]=1)=[CH:14][C:13]([C:17]([O:19][CH3:20])=[O:18])=[CH:12][CH:11]=2.[F-].C([N+](CCCC)(CCCC)CCCC)CCC. Product: [CH3:1][C@H:2]1[CH2:6][CH2:5][CH2:4][N:3]1[C:7]1[C:8]([C:21]2[CH:25]=[CH:24][NH:23][CH:22]=2)=[N:9][C:10]2[C:15]([N:16]=1)=[CH:14][C:13]([C:17]([O:19][CH3:20])=[O:18])=[CH:12][CH:11]=2. The catalyst class is: 7. (3) Reactant: [F:1][C:2]1([F:17])[O:6][C:5]2[CH:7]=[CH:8][C:9]([C:11]3([C:14]([OH:16])=O)[CH2:13][CH2:12]3)=[CH:10][C:4]=2[O:3]1.F[P-](F)(F)(F)(F)F.CN(C(N(C)C)=[N+]1C2C(=NC=CC=2)[N+]([O-])=N1)C.FC(F)(F)C(O)=O.[NH2:49][CH:50]1[CH2:55][C@@H:54]([CH:56]2[CH2:58][CH2:57]2)[O:53][C@@H:52]([C:59]2[CH:68]=[CH:67][C:62]([C:63]([O:65][CH3:66])=[O:64])=[CH:61][CH:60]=2)[CH2:51]1.C(N(C(C)C)C(C)C)C. Product: [CH:56]1([C@H:54]2[O:53][C@@H:52]([C:59]3[CH:68]=[CH:67][C:62]([C:63]([O:65][CH3:66])=[O:64])=[CH:61][CH:60]=3)[CH2:51][CH:50]([NH:49][C:14]([C:11]3([C:9]4[CH:8]=[CH:7][C:5]5[O:6][C:2]([F:1])([F:17])[O:3][C:4]=5[CH:10]=4)[CH2:12][CH2:13]3)=[O:16])[CH2:55]2)[CH2:58][CH2:57]1. The catalyst class is: 3. (4) Reactant: [ClH:1].[NH2:2][C:3]1[N:8]=[C:7]([N:9]([CH3:16])[C:10]2[CH:15]=[CH:14][CH:13]=[CH:12][CH:11]=2)[N:6]=[C:5]([C:17]2[N:21]=[C:20]([CH:22]3[CH2:26][CH2:25][N:24](C(OC(C)(C)C)=O)[CH2:23]3)[O:19][N:18]=2)[N:4]=1. Product: [ClH:1].[CH3:16][N:9]([C:10]1[CH:15]=[CH:14][CH:13]=[CH:12][CH:11]=1)[C:7]1[N:8]=[C:3]([NH2:2])[N:4]=[C:5]([C:17]2[N:21]=[C:20]([CH:22]3[CH2:26][CH2:25][NH:24][CH2:23]3)[O:19][N:18]=2)[N:6]=1. The catalyst class is: 12. (5) Reactant: Br[C:2]1[C:3]([C:8]#[N:9])=[N:4][CH:5]=[CH:6][CH:7]=1.[NH:10]1[CH:14]=[CH:13][N:12]=[N:11]1.CN[C@@H]1CCCC[C@H]1NC.C(=O)([O-])[O-].[Cs+].[Cs+]. Product: [N:10]1[N:11]([C:2]2[C:3]([C:8]#[N:9])=[N:4][CH:5]=[CH:6][CH:7]=2)[N:12]=[CH:13][CH:14]=1. The catalyst class is: 3. (6) Product: [C:1]([O:5][C:6]([NH:8][CH2:9][C:10]1[C:15]([Cl:53])=[CH:14][CH:13]=[C:12]2[N:16]([C:31]3[C:32]4[C@H:39]([CH3:40])[CH2:38][C@@H:37]([O:41][C:42](=[O:52])[C:43]5[CH:44]=[CH:45][C:46]([N+:49]([O-:51])=[O:50])=[CH:47][CH:48]=5)[C:33]=4[N:34]=[CH:35][N:36]=3)[CH2:17][C:18]3([CH2:19][CH2:20][N:21]([C:24]([O:26][C:27]([CH3:30])([CH3:28])[CH3:29])=[O:25])[CH2:22][CH2:23]3)[C:11]=12)=[O:7])([CH3:2])([CH3:3])[CH3:4]. Reactant: [C:1]([O:5][C:6]([NH:8][CH2:9][C:10]1[CH:15]=[CH:14][CH:13]=[C:12]2[N:16]([C:31]3[C:32]4[C@H:39]([CH3:40])[CH2:38][C@@H:37]([O:41][C:42](=[O:52])[C:43]5[CH:48]=[CH:47][C:46]([N+:49]([O-:51])=[O:50])=[CH:45][CH:44]=5)[C:33]=4[N:34]=[CH:35][N:36]=3)[CH2:17][C:18]3([CH2:23][CH2:22][N:21]([C:24]([O:26][C:27]([CH3:30])([CH3:29])[CH3:28])=[O:25])[CH2:20][CH2:19]3)[C:11]=12)=[O:7])([CH3:4])([CH3:3])[CH3:2].[Cl:53]N1C(=O)CCC1=O. The catalyst class is: 2. (7) Reactant: [C:1]([C:4]1[CH:9]=[CH:8][C:7]([C:10]2[S:14][C:13]([C:15]3[N:19]=[N:18][NH:17][C:16]=3[C:20]#[N:21])=[CH:12][CH:11]=2)=[CH:6][CH:5]=1)(=[O:3])[CH3:2].[BH4-].[Na+].O.Cl. Product: [OH:3][CH:1]([C:4]1[CH:5]=[CH:6][C:7]([C:10]2[S:14][C:13]([C:15]3[N:19]=[N:18][NH:17][C:16]=3[C:20]#[N:21])=[CH:12][CH:11]=2)=[CH:8][CH:9]=1)[CH3:2]. The catalyst class is: 14.